Dataset: Retrosynthesis with 50K atom-mapped reactions and 10 reaction types from USPTO. Task: Predict the reactants needed to synthesize the given product. Given the product CCCCc1nc2c(C)cc(NC(=O)C(C)C)cc2n1Cc1ccc(-c2ccccc2C(=O)O)cc1, predict the reactants needed to synthesize it. The reactants are: CCCCc1nc2c(C)cc(NC(=O)C(C)C)cc2n1Cc1ccc(-c2ccccc2C(=O)OC(C)(C)C)cc1.